This data is from NCI-60 drug combinations with 297,098 pairs across 59 cell lines. The task is: Regression. Given two drug SMILES strings and cell line genomic features, predict the synergy score measuring deviation from expected non-interaction effect. (1) Drug 1: C1=CN(C=N1)CC(O)(P(=O)(O)O)P(=O)(O)O. Drug 2: C1CN(P(=O)(OC1)NCCCl)CCCl. Cell line: OVCAR3. Synergy scores: CSS=6.60, Synergy_ZIP=0.287, Synergy_Bliss=3.34, Synergy_Loewe=2.25, Synergy_HSA=1.58. (2) Drug 2: CC1=C(N=C(N=C1N)C(CC(=O)N)NCC(C(=O)N)N)C(=O)NC(C(C2=CN=CN2)OC3C(C(C(C(O3)CO)O)O)OC4C(C(C(C(O4)CO)O)OC(=O)N)O)C(=O)NC(C)C(C(C)C(=O)NC(C(C)O)C(=O)NCCC5=NC(=CS5)C6=NC(=CS6)C(=O)NCCC[S+](C)C)O. Drug 1: C1=CC=C(C=C1)NC(=O)CCCCCCC(=O)NO. Cell line: A498. Synergy scores: CSS=9.99, Synergy_ZIP=-6.82, Synergy_Bliss=-0.575, Synergy_Loewe=1.31, Synergy_HSA=2.19. (3) Drug 1: CC1=C(C(=CC=C1)Cl)NC(=O)C2=CN=C(S2)NC3=CC(=NC(=N3)C)N4CCN(CC4)CCO. Drug 2: CC(C)CN1C=NC2=C1C3=CC=CC=C3N=C2N. Cell line: COLO 205. Synergy scores: CSS=2.10, Synergy_ZIP=0.471, Synergy_Bliss=0.885, Synergy_Loewe=0.102, Synergy_HSA=-1.22. (4) Drug 1: CCC1=CC2CC(C3=C(CN(C2)C1)C4=CC=CC=C4N3)(C5=C(C=C6C(=C5)C78CCN9C7C(C=CC9)(C(C(C8N6C)(C(=O)OC)O)OC(=O)C)CC)OC)C(=O)OC.C(C(C(=O)O)O)(C(=O)O)O. Drug 2: CN(C)N=NC1=C(NC=N1)C(=O)N. Cell line: SF-295. Synergy scores: CSS=29.4, Synergy_ZIP=-0.0288, Synergy_Bliss=-7.93, Synergy_Loewe=-17.0, Synergy_HSA=-4.73. (5) Drug 1: C1CN1C2=NC(=NC(=N2)N3CC3)N4CC4. Drug 2: C1=NNC2=C1C(=O)NC=N2. Cell line: KM12. Synergy scores: CSS=29.9, Synergy_ZIP=-13.3, Synergy_Bliss=-10.1, Synergy_Loewe=-24.0, Synergy_HSA=-7.75. (6) Drug 1: C1C(C(OC1N2C=NC3=C(N=C(N=C32)Cl)N)CO)O. Drug 2: COC1=NC(=NC2=C1N=CN2C3C(C(C(O3)CO)O)O)N. Cell line: NCI-H522. Synergy scores: CSS=14.2, Synergy_ZIP=-3.69, Synergy_Bliss=1.14, Synergy_Loewe=-15.5, Synergy_HSA=-1.85. (7) Drug 1: C1=CC=C(C(=C1)C(C2=CC=C(C=C2)Cl)C(Cl)Cl)Cl. Drug 2: C1=NNC2=C1C(=O)NC=N2. Cell line: HCT116. Synergy scores: CSS=8.24, Synergy_ZIP=-2.44, Synergy_Bliss=-1.68, Synergy_Loewe=1.59, Synergy_HSA=-1.65. (8) Drug 1: C1=CC=C(C=C1)NC(=O)CCCCCCC(=O)NO. Drug 2: CC1=C(C(=CC=C1)Cl)NC(=O)C2=CN=C(S2)NC3=CC(=NC(=N3)C)N4CCN(CC4)CCO. Cell line: U251. Synergy scores: CSS=14.3, Synergy_ZIP=-0.126, Synergy_Bliss=6.23, Synergy_Loewe=-3.83, Synergy_HSA=1.23.